The task is: Predict the reaction yield, written as a fraction of the theoretical maximum amount of product (1.0 means a 100% yield; for example, 0.34 means a 34% yield).. This data is from Reaction yield outcomes from USPTO patents with 853,638 reactions. (1) The reactants are [NH2:1][C@@H:2]([CH3:19])[CH2:3][N:4]1[CH:8]=[CH:7][C:6]([C:9]2[CH:16]=[CH:15][C:12]([C:13]#[N:14])=[C:11]([Cl:17])[C:10]=2[CH3:18])=[N:5]1.Cl.[CH3:21][NH:22][C:23]1[S:24][CH:25]=[C:26]([C:28](O)=[O:29])[N:27]=1. No catalyst specified. The product is [Cl:17][C:11]1[C:10]([CH3:18])=[C:9]([C:6]2[CH:7]=[CH:8][N:4]([CH2:3][C@@H:2]([NH:1][C:28]([C:26]3[N:27]=[C:23]([NH:22][CH3:21])[S:24][CH:25]=3)=[O:29])[CH3:19])[N:5]=2)[CH:16]=[CH:15][C:12]=1[C:13]#[N:14]. The yield is 0.0486. (2) The reactants are [C:1]([O:5][C:6]([N:8]1[CH2:13][CH:12]=[C:11]([C:14]2[N:35]=[CH:34][C:17]3[C:18]4[N:22]([CH2:23][CH2:24][O:25][C:16]=3[CH:15]=2)[CH:21]=[C:20]([C:26]2[N:27]([CH:31]([CH3:33])[CH3:32])[N:28]=[CH:29][N:30]=2)[N:19]=4)[CH2:10][CH2:9]1)=[O:7])([CH3:4])([CH3:3])[CH3:2]. The catalyst is [Pt]=O. The product is [C:1]([O:5][C:6]([N:8]1[CH2:9][CH2:10][CH:11]([C:14]2[N:35]=[CH:34][C:17]3[C:18]4[N:22]([CH2:23][CH2:24][O:25][C:16]=3[CH:15]=2)[CH:21]=[C:20]([C:26]2[N:27]([CH:31]([CH3:32])[CH3:33])[N:28]=[CH:29][N:30]=2)[N:19]=4)[CH2:12][CH2:13]1)=[O:7])([CH3:3])([CH3:2])[CH3:4]. The yield is 0.640. (3) The reactants are [OH:1][CH:2]([CH3:9])[C:3]([O:5][CH2:6][CH:7]=[CH2:8])=[O:4].C(N(CC)CC)C.[CH3:17][S:18](Cl)(=[O:20])=[O:19]. The catalyst is C1(C)C=CC=CC=1. The product is [CH3:17][S:18]([O:1][CH:2]([CH3:9])[C:3]([O:5][CH2:6][CH:7]=[CH2:8])=[O:4])(=[O:20])=[O:19]. The yield is 0.530. (4) The reactants are [CH3:1][S:2]([C:5]1[CH:6]=[CH:7][C:8]([S:14][CH3:15])=[C:9]([CH:13]=1)[C:10]([OH:12])=O)(=[O:4])=[O:3].[F:16][C:17]1[C:18]([N:27]2[CH2:32][CH2:31][NH:30][CH2:29][CH2:28]2)=[N:19][CH:20]=[C:21]([C:23]([F:26])([F:25])[F:24])[CH:22]=1. No catalyst specified. The product is [F:16][C:17]1[C:18]([N:27]2[CH2:32][CH2:31][N:30]([C:10]([C:9]3[CH:13]=[C:5]([S:2]([CH3:1])(=[O:3])=[O:4])[CH:6]=[CH:7][C:8]=3[S:14][CH3:15])=[O:12])[CH2:29][CH2:28]2)=[N:19][CH:20]=[C:21]([C:23]([F:24])([F:25])[F:26])[CH:22]=1. The yield is 0.990. (5) The reactants are [C:1]([C:5]1[CH:10]=[CH:9][CH:8]=[CH:7][C:6]=1[N:11]1[CH2:16][CH2:15][N:14]([C:17](=[O:33])[C:18]([NH:20][CH2:21][CH2:22][C:23]2[CH:32]=[CH:31][C:26]([C:27]([O:29]C)=[O:28])=[CH:25][CH:24]=2)=[O:19])[CH2:13][CH2:12]1)([CH3:4])([CH3:3])[CH3:2].[Li+].[OH-].[OH-].[Na+].Cl. The yield is 0.0800. The product is [C:1]([C:5]1[CH:10]=[CH:9][CH:8]=[CH:7][C:6]=1[N:11]1[CH2:12][CH2:13][N:14]([C:17](=[O:33])[C:18]([NH:20][CH2:21][CH2:22][C:23]2[CH:24]=[CH:25][C:26]([C:27]([OH:29])=[O:28])=[CH:31][CH:32]=2)=[O:19])[CH2:15][CH2:16]1)([CH3:4])([CH3:2])[CH3:3]. The catalyst is O1CCCC1.CO. (6) The reactants are F[C:2]1[CH:9]=[CH:8][C:5]([C:6]#[N:7])=[CH:4][CH:3]=1.[NH2:10][CH2:11][CH2:12][CH2:13][OH:14]. The catalyst is O. The product is [OH:14][CH2:13][CH2:12][CH2:11][NH:10][C:2]1[CH:9]=[CH:8][C:5]([C:6]#[N:7])=[CH:4][CH:3]=1. The yield is 0.970. (7) The product is [NH:18]1[CH:19]=[N:20][C:16]([C:12]2[CH:11]=[C:10]3[C:15](=[CH:14][CH:13]=2)[NH:7][N:8]=[C:9]3[C:40]2[CH:41]=[C:42]([NH:46][C:53]([C:52]3[CH:56]=[CH:57][C:49]([O:48][CH3:47])=[CH:50][CH:51]=3)=[O:54])[CH:43]=[CH:44][CH:45]=2)=[N:17]1. The yield is 0.660. The catalyst is N1C=CC=CC=1. The reactants are O1CCCCC1[N:7]1[C:15]2[C:10](=[CH:11][C:12]([C:16]3[N:20]=[CH:19][N:18](C(C4C=CC=CC=4)(C4C=CC=CC=4)C4C=CC=CC=4)[N:17]=3)=[CH:13][CH:14]=2)[C:9]([C:40]2[CH:41]=[C:42]([NH2:46])[CH:43]=[CH:44][CH:45]=2)=[N:8]1.[CH3:47][O:48][C:49]1[CH:57]=[CH:56][C:52]([C:53](Cl)=[O:54])=[CH:51][CH:50]=1.O.